Dataset: Full USPTO retrosynthesis dataset with 1.9M reactions from patents (1976-2016). Task: Predict the reactants needed to synthesize the given product. (1) The reactants are: [CH3:1][C:2]1[CH:7]=[CH:6][N:5]=[CH:4][C:3]=1[N:8]1[CH:17]=[CH:16][C:15]2[C:10](=[CH:11][CH:12]=[CH:13][C:14]=2[N+:18]([O-])=O)[C:9]1=[O:21].CO. Given the product [NH2:18][C:14]1[CH:13]=[CH:12][CH:11]=[C:10]2[C:15]=1[CH:16]=[CH:17][N:8]([C:3]1[CH:4]=[N:5][CH:6]=[CH:7][C:2]=1[CH3:1])[C:9]2=[O:21], predict the reactants needed to synthesize it. (2) Given the product [CH2:36]([C:28]1[O:29][C:30]2[CH:35]=[CH:34][CH:33]=[CH:32][C:31]=2[C:27]=1[C:24]1[CH:23]=[CH:22][C:21]([C:18]2[CH:19]=[CH:20][C:15]([O:14][C@@H:6]([CH2:7][C:8]3[CH:9]=[CH:10][CH:11]=[CH:12][CH:13]=3)[C:5]([OH:43])=[O:4])=[CH:16][CH:17]=2)=[CH:26][CH:25]=1)[C:37]1[CH:38]=[CH:39][CH:40]=[CH:41][CH:42]=1, predict the reactants needed to synthesize it. The reactants are: [OH-].[Na+].C[O:4][C:5](=[O:43])[C@@H:6]([O:14][C:15]1[CH:20]=[CH:19][C:18]([C:21]2[CH:26]=[CH:25][C:24]([C:27]3[C:31]4[CH:32]=[CH:33][CH:34]=[CH:35][C:30]=4[O:29][C:28]=3[CH2:36][C:37]3[CH:42]=[CH:41][CH:40]=[CH:39][CH:38]=3)=[CH:23][CH:22]=2)=[CH:17][CH:16]=1)[CH2:7][C:8]1[CH:13]=[CH:12][CH:11]=[CH:10][CH:9]=1.CO.Cl. (3) The reactants are: Br[C:2]1[CH:7]=[C:6]([S:8]([CH2:11][CH2:12][CH3:13])(=[O:10])=[O:9])[CH:5]=[CH:4][C:3]=1[CH3:14].C([O:19][C:20](=[O:33])[CH2:21][O:22][C:23]1[CH:28]=[CH:27][C:26]([C:29]#[N:30])=[CH:25][C:24]=1[C:31]#[CH:32])(C)(C)C. Given the product [C:29]([C:26]1[CH:27]=[CH:28][C:23]([O:22][CH2:21][C:20]([OH:33])=[O:19])=[C:24]([C:31]#[C:32][C:2]2[CH:7]=[C:6]([S:8]([CH2:11][CH2:12][CH3:13])(=[O:10])=[O:9])[CH:5]=[CH:4][C:3]=2[CH3:14])[CH:25]=1)#[N:30], predict the reactants needed to synthesize it. (4) Given the product [I-:47].[CH3:1][O:2][C:3]1[CH:8]=[C:7]([CH3:9])[C:6]([S:10]([N:13]([CH2:15][C:16]2[O:20][CH:19]=[C:18]([C:21]([NH:48][CH2:49][C:50]3[CH:55]=[CH:54][C:53]([NH:56][C:57]4[CH:62]=[CH:61][CH:60]=[CH:59][N+:58]=4[CH3:63])=[CH:52][CH:51]=3)=[O:22])[CH:17]=2)[CH3:14])(=[O:11])=[O:12])=[C:5]([CH3:24])[CH:4]=1, predict the reactants needed to synthesize it. The reactants are: [CH3:1][O:2][C:3]1[CH:8]=[C:7]([CH3:9])[C:6]([S:10]([N:13]([CH2:15][C:16]2[O:20][CH:19]=[C:18]([C:21](O)=[O:22])[CH:17]=2)[CH3:14])(=[O:12])=[O:11])=[C:5]([CH3:24])[CH:4]=1.C1N=CN(C(N2C=NC=C2)=O)C=1.CCN(C(C)C)C(C)C.Cl.[I-:47].[NH2:48][CH2:49][C:50]1[CH:55]=[CH:54][C:53]([NH:56][C:57]2[CH:62]=[CH:61][CH:60]=[CH:59][N+:58]=2[CH3:63])=[CH:52][CH:51]=1. (5) Given the product [NH2:13][CH2:12][C:10]([NH:9][C:6]1[CH:7]=[CH:8][CH:3]=[CH:4][CH:5]=1)=[O:11], predict the reactants needed to synthesize it. The reactants are: CO[C:3]1[CH:8]=[CH:7][C:6]([NH:9][C:10]([CH2:12][NH:13]C(=O)OC(C)(C)C)=[O:11])=[CH:5][CH:4]=1. (6) Given the product [CH3:47][C:46]1[N:48]=[C:14]([CH:11]2[CH2:10][CH2:9][N:8]([C:6]([O:5][C:1]([CH3:2])([CH3:3])[CH3:4])=[O:7])[CH2:13][CH2:12]2)[O:16][N:45]=1, predict the reactants needed to synthesize it. The reactants are: [C:1]([O:5][C:6]([N:8]1[CH2:13][CH2:12][CH:11]([C:14]([OH:16])=O)[CH2:10][CH2:9]1)=[O:7])([CH3:4])([CH3:3])[CH3:2].ON1C2C=CC=CC=2N=N1.CN1CCOCC1.Cl.CN(C)CCCN=C=N.O[N:45]=[C:46]([NH2:48])[CH3:47]. (7) Given the product [C:1]([C:3]1([C:13]2[N:18]=[CH:17][C:16]([NH:19][C:20]([C:22]3[CH:23]=[N:24][N:25]([C:27]4[CH:28]=[CH:29][C:30]([CH:33]([CH3:35])[CH3:34])=[CH:31][CH:32]=4)[CH:26]=3)=[O:21])=[CH:15][CH:14]=2)[CH2:12][CH2:11][C:6](=[O:7])[CH2:5][CH2:4]1)#[N:2], predict the reactants needed to synthesize it. The reactants are: [C:1]([C:3]1([C:13]2[N:18]=[CH:17][C:16]([NH:19][C:20]([C:22]3[CH:23]=[N:24][N:25]([C:27]4[CH:32]=[CH:31][C:30]([CH:33]([CH3:35])[CH3:34])=[CH:29][CH:28]=4)[CH:26]=3)=[O:21])=[CH:15][CH:14]=2)[CH2:12][CH2:11][C:6]2(OCC[O:7]2)[CH2:5][CH2:4]1)#[N:2].O.Cl.C(=O)([O-])[O-].[K+].[K+]. (8) Given the product [CH3:21][C:4]1[CH:3]=[C:2]([B:30]2[O:31][C:32]([CH3:34])([CH3:33])[C:28]([CH3:44])([CH3:27])[O:29]2)[CH:7]=[CH:6][C:5]=1[N:8]1[CH2:13][CH2:12][N:11]([C:14]([O:16][C:17]([CH3:20])([CH3:19])[CH3:18])=[O:15])[CH2:10][CH2:9]1, predict the reactants needed to synthesize it. The reactants are: Br[C:2]1[CH:7]=[CH:6][C:5]([N:8]2[CH2:13][CH2:12][N:11]([C:14]([O:16][C:17]([CH3:20])([CH3:19])[CH3:18])=[O:15])[CH2:10][CH2:9]2)=[C:4]([CH3:21])[CH:3]=1.CC([O-])=O.[K+].[CH3:27][C:28]1([CH3:44])[C:32]([CH3:34])([CH3:33])[O:31][B:30]([B:30]2[O:31][C:32]([CH3:34])([CH3:33])[C:28]([CH3:44])([CH3:27])[O:29]2)[O:29]1.O. (9) Given the product [Cl:1][C:2]1[CH:3]=[C:4]([CH:21]=[CH:22][CH:23]=1)[CH2:5][C:6]1[N:10]=[C:9]([O:11][C:12]2[C:18]([CH3:19])=[CH:17][C:15]([N:16]=[CH:26][N:27]([CH2:29][CH3:30])[CH3:28])=[C:14]([CH3:20])[CH:13]=2)[S:8][N:7]=1, predict the reactants needed to synthesize it. The reactants are: [Cl:1][C:2]1[CH:3]=[C:4]([CH:21]=[CH:22][CH:23]=1)[CH2:5][C:6]1[N:10]=[C:9]([O:11][C:12]2[C:18]([CH3:19])=[CH:17][C:15]([NH2:16])=[C:14]([CH3:20])[CH:13]=2)[S:8][N:7]=1.CO[CH:26](OC)[N:27]([CH2:29][CH3:30])[CH3:28]. (10) Given the product [CH3:17][O:19][C:4]1[CH:3]=[C:2]([CH:7]=[CH:6][C:5]=1[C:8]1[O:12][C:11]([CH3:13])=[N:10][CH:9]=1)[C:21]([OH:24])=[O:23], predict the reactants needed to synthesize it. The reactants are: Br[C:2]1[CH:7]=[CH:6][C:5]([C:8]2[O:12][C:11]([CH3:13])=[N:10][CH:9]=2)=[C:4](F)[CH:3]=1.CN(C)[C:17](=[O:19])C.[C:21]([O:24]CC)(=[O:23])C.